From a dataset of Peptide-MHC class II binding affinity with 134,281 pairs from IEDB. Regression. Given a peptide amino acid sequence and an MHC pseudo amino acid sequence, predict their binding affinity value. This is MHC class II binding data. The peptide sequence is AKLMRDIPFRVGAVV. The MHC is DRB1_1201 with pseudo-sequence DRB1_1201. The binding affinity (normalized) is 0.313.